Dataset: Full USPTO retrosynthesis dataset with 1.9M reactions from patents (1976-2016). Task: Predict the reactants needed to synthesize the given product. Given the product [Cl:1][C:2]1[CH:3]=[C:4]([C:9]2[N:17]=[C:16]([CH3:18])[N:15]=[C:14]3[C:10]=2[N:11]=[CH:12][N:13]3[CH:19]2[CH2:24][CH2:23][CH2:22][CH2:21][O:20]2)[C:5]([NH:40][C:35]2[C:34]3[CH:33]=[N:32][N:31]([CH:26]4[CH2:27][CH2:28][CH2:29][CH2:30][O:25]4)[C:39]=3[CH:38]=[CH:37][CH:36]=2)=[N:6][CH:7]=1, predict the reactants needed to synthesize it. The reactants are: [Cl:1][C:2]1[CH:3]=[C:4]([C:9]2[N:17]=[C:16]([CH3:18])[N:15]=[C:14]3[C:10]=2[N:11]=[CH:12][N:13]3[CH:19]2[CH2:24][CH2:23][CH2:22][CH2:21][O:20]2)[C:5](F)=[N:6][CH:7]=1.[O:25]1[CH2:30][CH2:29][CH2:28][CH2:27][CH:26]1[N:31]1[C:39]2[CH:38]=[CH:37][CH:36]=[C:35]([NH2:40])[C:34]=2[CH:33]=[N:32]1.[Li+].C[Si]([N-][Si](C)(C)C)(C)C.